Predict the product of the given reaction. From a dataset of Forward reaction prediction with 1.9M reactions from USPTO patents (1976-2016). (1) Given the reactants [F:1][C:2]1[CH:10]=[C:9]([C:11]2[N:16]=[C:15]3[N:17]([C:20]([C:23]4[CH:24]=[C:25]5[C:30](=[CH:31][CH:32]=4)[N:29]=[CH:28][CH:27]=[CH:26]5)([CH3:22])[CH3:21])[N:18]=[N:19][C:14]3=[CH:13][CH:12]=2)[CH:8]=[CH:7][C:3]=1[C:4]([OH:6])=O.[CH:33]1([NH2:36])[CH2:35][CH2:34]1, predict the reaction product. The product is: [CH:33]1([NH:36][C:4](=[O:6])[C:3]2[CH:7]=[CH:8][C:9]([C:11]3[N:16]=[C:15]4[N:17]([C:20]([C:23]5[CH:24]=[C:25]6[C:30](=[CH:31][CH:32]=5)[N:29]=[CH:28][CH:27]=[CH:26]6)([CH3:21])[CH3:22])[N:18]=[N:19][C:14]4=[CH:13][CH:12]=3)=[CH:10][C:2]=2[F:1])[CH2:35][CH2:34]1. (2) The product is: [CH3:1][N:2]1[C@@H:19]2[CH2:20][C:7]3[CH:8]=[CH:9][C:10]([O:22][CH3:23])=[C:11]4[O:12][C@H:13]5[C:14]([CH2:16][CH2:17][C@:18]2([OH:21])[C@:5]5([C:6]=34)[CH2:4][CH2:3]1)=[O:15].[ClH:24]. Given the reactants [CH3:1][N:2]1[C@@H:19]2[CH2:20][C:7]3[CH:8]=[CH:9][C:10]([O:22][CH3:23])=[C:11]4[O:12][C@H:13]5[C:14]([CH2:16][CH2:17][C@:18]2([OH:21])[C@:5]5([C:6]=34)[CH2:4][CH2:3]1)=[O:15].[ClH:24].[H][H], predict the reaction product.